This data is from Full USPTO retrosynthesis dataset with 1.9M reactions from patents (1976-2016). The task is: Predict the reactants needed to synthesize the given product. Given the product [ClH:1].[NH2:9][CH2:10][C@@H:11]([N:16]1[CH2:21][CH2:20][N:19]([S:22]([CH3:25])(=[O:24])=[O:23])[CH2:18][CH2:17]1)[C:12]([O:14][CH3:15])=[O:13], predict the reactants needed to synthesize it. The reactants are: [ClH:1].C(OC([NH:9][CH2:10][C@@H:11]([N:16]1[CH2:21][CH2:20][N:19]([S:22]([CH3:25])(=[O:24])=[O:23])[CH2:18][CH2:17]1)[C:12]([O:14][CH3:15])=[O:13])=O)(C)(C)C.